This data is from Full USPTO retrosynthesis dataset with 1.9M reactions from patents (1976-2016). The task is: Predict the reactants needed to synthesize the given product. Given the product [Si:1]([O:8][CH2:9][CH:10]([N:13]([CH:21]=[O:37])[C:14](=[O:20])[O:15][C:16]([CH3:17])([CH3:18])[CH3:19])[CH2:11][C:26]1[CH:31]=[CH:30][CH:29]=[CH:28][CH:27]=1)([C:4]([CH3:5])([CH3:6])[CH3:7])([CH3:2])[CH3:3], predict the reactants needed to synthesize it. The reactants are: [Si:1]([O:8][CH2:9][CH:10]([N:13]([CH2:21]N(OC)C)[C:14](=[O:20])[O:15][C:16]([CH3:19])([CH3:18])[CH3:17])[CH:11]=O)([C:4]([CH3:7])([CH3:6])[CH3:5])([CH3:3])[CH3:2].[C:26]1([Mg]Br)[CH:31]=[CH:30][CH:29]=[CH:28][CH:27]=1.C1C[O:37]CC1.